From a dataset of Forward reaction prediction with 1.9M reactions from USPTO patents (1976-2016). Predict the product of the given reaction. Given the reactants [Cl-].C([Al+]CC)C.C[O:8][C:9]([C:11]1[CH:15]=[C:14]([Br:16])[N:13]([CH:17]([CH3:19])[CH3:18])[C:12]=1[CH:20]([NH:28][C:29]1[CH:34]=[CH:33][C:32]([F:35])=[C:31]([Cl:36])[CH:30]=1)[C:21]1[CH:26]=[CH:25][C:24]([Cl:27])=[CH:23][N:22]=1)=O, predict the reaction product. The product is: [Br:16][C:14]1[N:13]([CH:17]([CH3:18])[CH3:19])[C:12]2[CH:20]([C:21]3[CH:26]=[CH:25][C:24]([Cl:27])=[CH:23][N:22]=3)[N:28]([C:29]3[CH:34]=[CH:33][C:32]([F:35])=[C:31]([Cl:36])[CH:30]=3)[C:9](=[O:8])[C:11]=2[CH:15]=1.